From a dataset of Peptide-MHC class I binding affinity with 185,985 pairs from IEDB/IMGT. Regression. Given a peptide amino acid sequence and an MHC pseudo amino acid sequence, predict their binding affinity value. This is MHC class I binding data. (1) The peptide sequence is SDTLELDTI. The MHC is Patr-B2401 with pseudo-sequence Patr-B2401. The binding affinity (normalized) is 0.703. (2) The binding affinity (normalized) is 0.0847. The peptide sequence is GEVGLDLTV. The MHC is HLA-B07:02 with pseudo-sequence HLA-B07:02. (3) The peptide sequence is VQLDWQGDY. The MHC is HLA-B44:02 with pseudo-sequence HLA-B44:02. The binding affinity (normalized) is 0.0847.